This data is from Catalyst prediction with 721,799 reactions and 888 catalyst types from USPTO. The task is: Predict which catalyst facilitates the given reaction. (1) The catalyst class is: 27. Product: [Cl:23][C:17]1[CH:16]=[C:15]([O:7][CH:3]2[CH2:4][CH2:5][CH2:6][CH:1]([OH:8])[CH2:2]2)[CH:22]=[CH:21][C:18]=1[C:19]#[N:20]. Reactant: [CH:1]1([OH:8])[CH2:6][CH2:5][CH2:4][CH:3]([OH:7])[CH2:2]1.C(#N)C.[F-].[K+].F[C:15]1[CH:22]=[CH:21][C:18]([C:19]#[N:20])=[C:17]([Cl:23])[CH:16]=1. (2) Reactant: [C:1]([N:8]1[CH:12]=[CH:11]N=C1)(N1C=CN=C1)=[O:2].C(O)=O.[CH2:16]([O:23][C:24]1[C:29]([O:30][CH3:31])=[CH:28][CH:27]=[CH:26][C:25]=1CCN)[C:17]1[CH:22]=[CH:21][CH:20]=[CH:19][CH:18]=1. Product: [CH2:16]([O:23][C:24]1[C:29]([O:30][CH3:31])=[CH:28][CH:27]=[CH:26][C:25]=1[CH2:11][CH2:12][NH:8][CH:1]=[O:2])[C:17]1[CH:18]=[CH:19][CH:20]=[CH:21][CH:22]=1. The catalyst class is: 1. (3) Reactant: Br[CH2:2][C:3]([C:5]1[CH:10]=[CH:9][CH:8]=[C:7]([O:11][CH3:12])[CH:6]=1)=O.[N:13]1[CH:18]=[CH:17][CH:16]=[CH:15][C:14]=1[CH3:19].C(=O)([O-])[O-].[K+].[K+]. Product: [CH3:12][O:11][C:7]1[CH:6]=[C:5]([C:3]2[CH:19]=[C:14]3[N:13]([CH:2]=2)[CH:18]=[CH:17][CH:16]=[CH:15]3)[CH:10]=[CH:9][CH:8]=1. The catalyst class is: 21. (4) Reactant: [OH-].[Na+].C([O:6][C:7](=[O:33])[C:8]1[CH:13]=[CH:12][CH:11]=[CH:10][C:9]=1[C:14]1[C:15]2[C:20]([O:21][C:22]3[C:27]=1[CH:26]=[CH:25][C:24](=[O:28])[CH:23]=3)=[CH:19][C:18]([O:29][CH2:30][CH:31]=[CH2:32])=[CH:17][CH:16]=2)C=C. Product: [OH:28][C:24]1[CH:25]=[CH:26][C:27]2[C:14]3([C:9]4[C:8](=[CH:13][CH:12]=[CH:11][CH:10]=4)[C:7](=[O:6])[O:33]3)[C:15]3[C:20]([O:21][C:22]=2[CH:23]=1)=[CH:19][C:18]([O:29][CH2:30][CH:31]=[CH2:32])=[CH:17][CH:16]=3. The catalyst class is: 5.